Regression. Given two drug SMILES strings and cell line genomic features, predict the synergy score measuring deviation from expected non-interaction effect. From a dataset of NCI-60 drug combinations with 297,098 pairs across 59 cell lines. (1) Drug 1: CC1=C(C=C(C=C1)NC2=NC=CC(=N2)N(C)C3=CC4=NN(C(=C4C=C3)C)C)S(=O)(=O)N.Cl. Drug 2: C1=NC2=C(N=C(N=C2N1C3C(C(C(O3)CO)O)O)F)N. Cell line: SW-620. Synergy scores: CSS=-8.35, Synergy_ZIP=4.36, Synergy_Bliss=-2.34, Synergy_Loewe=-13.4, Synergy_HSA=-12.5. (2) Drug 1: C1CC(=O)NC(=O)C1N2CC3=C(C2=O)C=CC=C3N. Drug 2: C1=NC(=NC(=O)N1C2C(C(C(O2)CO)O)O)N. Cell line: HOP-62. Synergy scores: CSS=6.61, Synergy_ZIP=-1.30, Synergy_Bliss=-1.45, Synergy_Loewe=-2.22, Synergy_HSA=-1.01. (3) Drug 1: CC1CCC2CC(C(=CC=CC=CC(CC(C(=O)C(C(C(=CC(C(=O)CC(OC(=O)C3CCCCN3C(=O)C(=O)C1(O2)O)C(C)CC4CCC(C(C4)OC)O)C)C)O)OC)C)C)C)OC. Drug 2: B(C(CC(C)C)NC(=O)C(CC1=CC=CC=C1)NC(=O)C2=NC=CN=C2)(O)O. Cell line: NCI-H522. Synergy scores: CSS=81.3, Synergy_ZIP=5.85, Synergy_Bliss=6.67, Synergy_Loewe=-0.0153, Synergy_HSA=6.93. (4) Drug 1: CN1C2=C(C=C(C=C2)N(CCCl)CCCl)N=C1CCCC(=O)O.Cl. Drug 2: CCCCCOC(=O)NC1=NC(=O)N(C=C1F)C2C(C(C(O2)C)O)O. Cell line: CAKI-1. Synergy scores: CSS=36.2, Synergy_ZIP=-0.246, Synergy_Bliss=0.327, Synergy_Loewe=-16.0, Synergy_HSA=0.402. (5) Drug 1: C1CCC(CC1)NC(=O)N(CCCl)N=O. Drug 2: C1C(C(OC1N2C=C(C(=O)NC2=O)F)CO)O. Cell line: UACC-257. Synergy scores: CSS=12.9, Synergy_ZIP=-6.63, Synergy_Bliss=-6.50, Synergy_Loewe=-12.1, Synergy_HSA=-7.04.